From a dataset of Full USPTO retrosynthesis dataset with 1.9M reactions from patents (1976-2016). Predict the reactants needed to synthesize the given product. (1) Given the product [O:23]1[C:20]2[CH:21]=[CH:22][C:17]([C:2]3[CH:3]=[C:4]4[C:10]([C:11]5[CH:15]=[CH:14][O:13][CH:12]=5)=[CH:9][NH:8][C:5]4=[N:6][CH:7]=3)=[CH:18][C:19]=2[O:25][CH2:24]1, predict the reactants needed to synthesize it. The reactants are: Br[C:2]1[CH:3]=[C:4]2[C:10]([C:11]3[CH:15]=[CH:14][O:13][CH:12]=3)=[CH:9][NH:8][C:5]2=[N:6][CH:7]=1.B(O)(O)[C:17]1[CH:22]=[CH:21][C:20]2[O:23][CH2:24][O:25][C:19]=2[CH:18]=1.[Li+].[Cl-].C([O-])([O-])=O.[Na+].[Na+]. (2) Given the product [C:31]1([S:28]([C:24]2[N:25]=[CH:26][S:27][C:23]=2[CH2:22][C:14]2[C:15]3[C:20](=[CH:19][CH:18]=[C:17]([F:21])[CH:16]=3)[N:12]([CH2:11][C:10]([OH:38])=[O:9])[C:13]=2[CH3:37])(=[O:29])=[O:30])[CH:36]=[CH:35][CH:34]=[CH:33][CH:32]=1, predict the reactants needed to synthesize it. The reactants are: [OH-].[Li+].O1CCCC1.C[O:9][C:10](=[O:38])[CH2:11][N:12]1[C:20]2[C:15](=[CH:16][C:17]([F:21])=[CH:18][CH:19]=2)[C:14]([CH2:22][C:23]2[S:27][CH:26]=[N:25][C:24]=2[S:28]([C:31]2[CH:36]=[CH:35][CH:34]=[CH:33][CH:32]=2)(=[O:30])=[O:29])=[C:13]1[CH3:37]. (3) Given the product [CH:1]([C:4]1[CH:9]=[CH:8][C:7]([C@@H:10]2[C:14]3[C:15]([CH3:29])=[C:16]([NH:21][C:22](=[O:28])[CH2:23][C:24]([CH3:27])([CH3:26])[CH3:25])[C:17]([CH3:20])=[C:18]([CH3:19])[C:13]=3[O:12][CH2:11]2)=[CH:6][CH:5]=1)([CH3:2])[CH3:3], predict the reactants needed to synthesize it. The reactants are: [CH:1]([C:4]1[CH:9]=[CH:8][C:7]([CH:10]2[C:14]3[C:15]([CH3:29])=[C:16]([NH:21][C:22](=[O:28])[CH2:23][C:24]([CH3:27])([CH3:26])[CH3:25])[C:17]([CH3:20])=[C:18]([CH3:19])[C:13]=3[O:12][CH2:11]2)=[CH:6][CH:5]=1)([CH3:3])[CH3:2].CCCCCC. (4) Given the product [NH2:18][C:10]1[CH:11]=[C:12]([CH:16]=[CH:17][C:9]=1[NH:8][C:4]1[CH:5]=[CH:6][CH:7]=[C:2]([F:1])[CH:3]=1)[C:13]([OH:15])=[O:14], predict the reactants needed to synthesize it. The reactants are: [F:1][C:2]1[CH:3]=[C:4]([NH:8][C:9]2[CH:17]=[CH:16][C:12]([C:13]([OH:15])=[O:14])=[CH:11][C:10]=2[N+:18]([O-])=O)[CH:5]=[CH:6][CH:7]=1. (5) Given the product [F:1][C:2]1[CH:3]=[C:4]([CH:18]=[O:19])[C:5](=[O:9])[N:6]([CH3:8])[CH:7]=1, predict the reactants needed to synthesize it. The reactants are: [F:1][C:2]1[CH:3]=[C:4](I)[C:5](=[O:9])[N:6]([CH3:8])[CH:7]=1.C([Mg]Cl)(C)C.CN(C)[CH:18]=[O:19]. (6) Given the product [CH:1]1([C:7]#[C:8][C:17]2[CH:24]=[CH:23][C:20]([C:21]#[N:22])=[CH:19][N:18]=2)[CH2:6][CH2:5][CH2:4][CH2:3][CH2:2]1, predict the reactants needed to synthesize it. The reactants are: [CH:1]1([C:7]#[CH:8])[CH2:6][CH2:5][CH2:4][CH2:3][CH2:2]1.C(N(CC)CC)C.Cl[C:17]1[CH:24]=[CH:23][C:20]([C:21]#[N:22])=[CH:19][N:18]=1. (7) Given the product [Br:1][C:2]1[C:3](=[O:10])[NH:4][C:5]([Cl:11])=[N:6][C:7]=1[CH3:8], predict the reactants needed to synthesize it. The reactants are: [Br:1][C:2]1[C:3](=[O:10])[NH:4][C:5](=O)[NH:6][C:7]=1[CH3:8].[Cl:11]C1NC(=O)C(C)=C(C)N=1. (8) Given the product [C:23]([C@@H:22]([NH:21][C:10](=[O:12])[C@@H:9]([NH:8][C:6]([O:5][C:1]([CH3:2])([CH3:3])[CH3:4])=[O:7])[CH2:13][C:14]1[CH:19]=[CH:18][CH:17]=[C:16]([Br:20])[CH:15]=1)[CH2:26][CH:27]([CH3:29])[CH3:28])(=[O:24])[NH2:25], predict the reactants needed to synthesize it. The reactants are: [C:1]([O:5][C:6]([NH:8][C@@H:9]([CH2:13][C:14]1[CH:19]=[CH:18][CH:17]=[C:16]([Br:20])[CH:15]=1)[C:10]([OH:12])=O)=[O:7])([CH3:4])([CH3:3])[CH3:2].[NH2:21][C@@H:22]([CH2:26][CH:27]([CH3:29])[CH3:28])[C:23]([NH2:25])=[O:24].CCN=C=NCCCN(C)C.Cl.C1C=CC2N(O)N=NC=2C=1.CCN(C(C)C)C(C)C.